From a dataset of Retrosynthesis with 50K atom-mapped reactions and 10 reaction types from USPTO. Predict the reactants needed to synthesize the given product. Given the product CC[C@H](Nc1nc(NCc2cccnc2)c2ncn(C(C)C)c2n1)C(C)(C)O, predict the reactants needed to synthesize it. The reactants are: CC(C)n1cnc2c(NCc3cccnc3)nc(F)nc21.CC[C@H](N)C(C)(C)O.